From a dataset of Drug-target binding data from BindingDB using Ki measurements. Regression. Given a target protein amino acid sequence and a drug SMILES string, predict the binding affinity score between them. We predict pKi (pKi = -log10(Ki in M); higher means stronger inhibition). Dataset: bindingdb_ki. The drug is CCC(CC)(Cc1nc2ccc(OCc3ncc(C)cc3F)cc2n1Cc1ccc(N2CCC(C)CC2)cc1)C(=O)O. The target protein (A0A087WW23) has sequence MLTFNHDAPWHTQKTLKTSEFGKSFGTLGHIGNISHQCWAGCAAGGRAVLSGEPEANMDQETVGNVVLLAIVTLISVVQNGFFAHKVEHESRTQNGRSFQRTGTLAFERVYTANQNCVDAYPTFLAVLWSAGLLCSQVPAAFAGLMYLFVRQKYFVGYLGERTQSTPGYIFGKRIILFLFLMSVAGIFNYYLIFFFGSDFENYIKTISTTISPLLLIP. The pKi is 8.0.